This data is from Forward reaction prediction with 1.9M reactions from USPTO patents (1976-2016). The task is: Predict the product of the given reaction. Given the reactants [CH2:1]([C@@H:5]1[NH:10][CH2:9][C@H:8]([C:11]2[CH:16]=[CH:15][CH:14]=[CH:13][CH:12]=2)[NH:7][C:6]1=[O:17])[CH:2]([CH3:4])[CH3:3].[F:18][C:19]1[CH:20]=[C:21]([C@@H:26]2[CH2:28][C@H:27]2[C:29](O)=[O:30])[CH:22]=[CH:23][C:24]=1[F:25].C([C@@H]1N(C(=O)/C=C/C2C=CC=CC=2)C[C@H](CC(C)C)NC1=O)C(C)C, predict the reaction product. The product is: [F:18][C:19]1[CH:20]=[C:21]([C@@H:26]2[CH2:28][C@H:27]2[C:29]([N:10]2[CH2:9][C@H:8]([C:11]3[CH:12]=[CH:13][CH:14]=[CH:15][CH:16]=3)[NH:7][C:6](=[O:17])[C@@H:5]2[CH2:1][CH:2]([CH3:4])[CH3:3])=[O:30])[CH:22]=[CH:23][C:24]=1[F:25].